Dataset: Cav3 T-type calcium channel HTS with 100,875 compounds. Task: Binary Classification. Given a drug SMILES string, predict its activity (active/inactive) in a high-throughput screening assay against a specified biological target. (1) The drug is S(=O)(=O)(N)c1cc2nc(SCc3oc(c4ccccc4)cn3)n(CCCC)c2cc1. The result is 0 (inactive). (2) The compound is Clc1c(c(Cl)ccc1)/C=N/Nc1sccn1. The result is 0 (inactive). (3) The drug is s1c2c(c(=O)n(Cc3ccc(cc3)C)c1=O)cccc2. The result is 0 (inactive). (4) The drug is Clc1cc(n2nc(nn2)c2cccnc2)ccc1Cl. The result is 0 (inactive). (5) The molecule is n1nc(cc2c1cccc2N)C. The result is 0 (inactive).